From a dataset of Forward reaction prediction with 1.9M reactions from USPTO patents (1976-2016). Predict the product of the given reaction. (1) Given the reactants [N:1]1([CH2:6][C:7]2[CH:12]=[CH:11][C:10]([C:13]3[CH:17]=[C:16]([CH2:18][CH:19]([CH3:21])[CH3:20])[S:15][C:14]=3[S:22]([NH2:25])(=[O:24])=[O:23])=[CH:9][CH:8]=2)[CH:5]=[CH:4][N:3]=[CH:2]1.N1(C2C=CC=CN=2)CCCC1.Cl[C:38]([O:40][CH:41]([CH3:43])[CH3:42])=[O:39], predict the reaction product. The product is: [CH:41]([O:40][C:38]([NH:25][S:22]([C:14]1[S:15][C:16]([CH2:18][CH:19]([CH3:21])[CH3:20])=[CH:17][C:13]=1[C:10]1[CH:11]=[CH:12][C:7]([CH2:6][N:1]2[CH:5]=[CH:4][N:3]=[CH:2]2)=[CH:8][CH:9]=1)(=[O:24])=[O:23])=[O:39])([CH3:43])[CH3:42]. (2) The product is: [NH2:83][C:80]1[S:81][CH:82]=[C:78](/[C:12](=[N:11]/[O:10][C:7]([C:6]([OH:91])=[O:5])([CH3:8])[CH3:9])/[C:13]([NH:15][C@@H:16]2[C:23](=[O:24])[N:22]3[C@@H:17]2[S:18][CH2:19][C:20]([CH2:37][N+:38]2([CH2:43][C:44]4[C:53](=[O:54])[C:52]5[C:47](=[CH:48][C:49]([OH:66])=[C:50]([OH:56])[C:51]=5[Cl:55])[N:46]([CH2:76][CH3:77])[CH:45]=4)[CH2:42][CH2:41][CH2:40][CH2:39]2)=[C:21]3[C:25]([O-:27])=[O:26])=[O:14])[N:79]=1. Given the reactants C([O:5][C:6](=[O:91])[C:7]([O:10]/[N:11]=[C:12](/[C:78]1[N:79]=[C:80]([NH:83]C(OC(C)(C)C)=O)[S:81][CH:82]=1)\[C:13]([NH:15][C@@H:16]1[C:23](=[O:24])[N:22]2[C@@H:17]1[S:18][CH2:19][C:20]([CH2:37][N+:38]1([CH2:43][C:44]3[C:53](=[O:54])[C:52]4[C:47](=[CH:48][C:49]([O:66]CC5C=CC(OC)=CC=5)=[C:50]([O:56]CC5C=CC(OC)=CC=5)[C:51]=4[Cl:55])[N:46]([CH2:76][CH3:77])[CH:45]=3)[CH2:42][CH2:41][CH2:40][CH2:39]1)=[C:21]2[C:25]([O:27]CC1C=CC(OC)=CC=1)=[O:26])=[O:14])([CH3:9])[CH3:8])(C)(C)C.C1(OC)C=CC=CC=1.C(O)(C(F)(F)F)=O.C(OC(C)C)(C)C, predict the reaction product.